From a dataset of Catalyst prediction with 721,799 reactions and 888 catalyst types from USPTO. Predict which catalyst facilitates the given reaction. (1) Reactant: [CH3:1][C:2]1[CH:27]=[CH:26][C:5]([NH:6][C:7]2[CH:19]=[C:18]([C:20]3[CH:25]=[CH:24][CH:23]=[CH:22][CH:21]=3)[CH:17]=[CH:16][C:8]=2[C:9]([O:11]C(C)(C)C)=[O:10])=[CH:4][CH:3]=1. Product: [CH3:1][C:2]1[CH:3]=[CH:4][C:5]([NH:6][C:7]2[CH:19]=[C:18]([C:20]3[CH:25]=[CH:24][CH:23]=[CH:22][CH:21]=3)[CH:17]=[CH:16][C:8]=2[C:9]([OH:11])=[O:10])=[CH:26][CH:27]=1. The catalyst class is: 55. (2) Reactant: [C:1]([S:5]([NH:7][C:8]([C:16]1[CH:21]=[CH:20][CH:19]=[CH:18][CH:17]=1)([CH3:15])[C:9]([O:11]C(C)C)=[O:10])=[O:6])([CH3:4])([CH3:3])[CH3:2].[OH-].[Na+]. Product: [C:1]([S:5]([NH:7][C:8]([C:16]1[CH:17]=[CH:18][CH:19]=[CH:20][CH:21]=1)([CH3:15])[C:9]([OH:11])=[O:10])=[O:6])([CH3:2])([CH3:3])[CH3:4]. The catalyst class is: 191.